Dataset: Reaction yield outcomes from USPTO patents with 853,638 reactions. Task: Predict the reaction yield, written as a fraction of the theoretical maximum amount of product (1.0 means a 100% yield; for example, 0.34 means a 34% yield). (1) The reactants are [F:1][C:2]([F:26])([F:25])[C:3]1[C:12]2[CH:11]=[CH:10][C:9]3[CH:13]=[C:14]([C:16]4[O:17][CH:18]=[N:19][N:20]=4)[NH:15][C:8]=3[C:7]=2[N:6]=[C:5]([C:21]([F:24])([F:23])[F:22])[CH:4]=1.[C:27](Cl)(=[O:29])[CH3:28]. The yield is 0.352. The product is [O:17]1[CH:18]=[N:19][N:20]=[C:16]1[C:14]1[N:15]([C:27](=[O:29])[CH3:28])[C:8]2[C:7]3[N:6]=[C:5]([C:21]([F:24])([F:23])[F:22])[CH:4]=[C:3]([C:2]([F:25])([F:1])[F:26])[C:12]=3[CH:11]=[CH:10][C:9]=2[CH:13]=1. The catalyst is CN(C)C=O.O. (2) The reactants are [CH:1]1([C:4]2[NH:8][N:7]=[C:6]([C:9]([F:12])([F:11])[F:10])[CH:5]=2)[CH2:3][CH2:2]1.[B-](F)(F)(F)[F:14].[B-](F)(F)(F)F.C1[N+]2(CCl)CC[N+](F)(CC2)C1. The catalyst is CC#N. The product is [CH:1]1([C:4]2[NH:8][N:7]=[C:6]([C:9]([F:11])([F:12])[F:10])[C:5]=2[F:14])[CH2:2][CH2:3]1. The yield is 0.510. (3) The reactants are [I:1][C:2]1[CH:9]=[CH:8][CH:7]=[CH:6][C:3]=1[CH2:4][OH:5]. The catalyst is ClCCl.[O-2].[Mn+2]. The product is [I:1][C:2]1[CH:9]=[CH:8][CH:7]=[CH:6][C:3]=1[CH:4]=[O:5]. The yield is 0.910.